This data is from Catalyst prediction with 721,799 reactions and 888 catalyst types from USPTO. The task is: Predict which catalyst facilitates the given reaction. (1) Reactant: Cl[C:2]1[N:7]=[CH:6][N:5]=[C:4]([NH:8][C:9]2[CH:10]=[C:11]([CH:24]=[CH:25][CH:26]=2)[CH2:12][N:13]2[C:21](=[O:22])[C:20]3[C:15](=[CH:16][CH:17]=[CH:18][CH:19]=3)[C:14]2=[O:23])[CH:3]=1.[CH3:27][O:28][C:29]1[CH:34]=[CH:33][CH:32]=[CH:31][C:30]=1B(O)O.[O-]P([O-])([O-])=O.[K+].[K+].[K+]. Product: [CH3:27][O:28][C:29]1[CH:34]=[CH:33][CH:32]=[CH:31][C:30]=1[C:2]1[N:7]=[CH:6][N:5]=[C:4]([NH:8][C:9]2[CH:10]=[C:11]([CH:24]=[CH:25][CH:26]=2)[CH2:12][N:13]2[C:21](=[O:22])[C:20]3[C:15](=[CH:16][CH:17]=[CH:18][CH:19]=3)[C:14]2=[O:23])[CH:3]=1. The catalyst class is: 3. (2) Reactant: CS(O[CH2:6][CH2:7][NH:8][C:9]1[N:14]=[C:13]([O:15][CH3:16])[C:12]([NH:17][C:18]([C:20]2[O:21][C:22]([O:25][C:26]3[CH:31]=[C:30]([Si:32]([CH3:35])([CH3:34])[CH3:33])[CH:29]=[CH:28][C:27]=3[CH3:36])=[CH:23][CH:24]=2)=[O:19])=[C:11]([O:37][CH3:38])[N:10]=1)(=O)=O.[CH2:39]([NH2:46])[C:40]1[CH:45]=[CH:44][CH:43]=[CH:42][CH:41]=1. Product: [CH2:39]([NH:46][CH2:6][CH2:7][NH:8][C:9]1[N:10]=[C:11]([O:37][CH3:38])[C:12]([NH:17][C:18]([C:20]2[O:21][C:22]([O:25][C:26]3[CH:31]=[C:30]([Si:32]([CH3:34])([CH3:33])[CH3:35])[CH:29]=[CH:28][C:27]=3[CH3:36])=[CH:23][CH:24]=2)=[O:19])=[C:13]([O:15][CH3:16])[N:14]=1)[C:40]1[CH:45]=[CH:44][CH:43]=[CH:42][CH:41]=1. The catalyst class is: 1. (3) Reactant: [C:1]1([CH2:7][CH2:8][C:9]2[CH:14]=[CH:13][N:12]=[C:11]3[NH:15][N:16]=[C:17]([O:18][C@@H:19]4[O:45][C@H:44]([CH2:46][O:47][C:48](=[O:53])[C:49]([CH3:52])([CH3:51])[CH3:50])[C@@H:36]([O:37][C:38](=[O:43])[C:39]([CH3:42])([CH3:41])[CH3:40])[C@H:28]([O:29][C:30](=[O:35])[C:31]([CH3:34])([CH3:33])[CH3:32])[C@H:20]4[O:21][C:22](=[O:27])[C:23]([CH3:26])([CH3:25])[CH3:24])[C:10]=23)[CH:6]=[CH:5][CH:4]=[CH:3][CH:2]=1.C(=O)([O-])[O-].[Cs+].[Cs+].Br[CH2:61][CH2:62][O:63][CH2:64][C:65]1[CH:70]=[CH:69][CH:68]=[CH:67][CH:66]=1.[I-].[Na+]. Product: [CH2:64]([O:63][CH2:62][CH2:61][N:15]1[C:11]2=[N:12][CH:13]=[CH:14][C:9]([CH2:8][CH2:7][C:1]3[CH:2]=[CH:3][CH:4]=[CH:5][CH:6]=3)=[C:10]2[C:17]([O:18][C@@H:19]2[O:45][C@H:44]([CH2:46][O:47][C:48](=[O:53])[C:49]([CH3:52])([CH3:51])[CH3:50])[C@@H:36]([O:37][C:38](=[O:43])[C:39]([CH3:40])([CH3:41])[CH3:42])[C@H:28]([O:29][C:30](=[O:35])[C:31]([CH3:32])([CH3:33])[CH3:34])[C@H:20]2[O:21][C:22](=[O:27])[C:23]([CH3:24])([CH3:25])[CH3:26])=[N:16]1)[C:65]1[CH:70]=[CH:69][CH:68]=[CH:67][CH:66]=1. The catalyst class is: 21. (4) Reactant: [C:1]([C:5]1[CH:6]=[C:7]([CH2:17][OH:18])[N:8]([C:10]2[CH:15]=[CH:14][C:13]([CH3:16])=[CH:12][CH:11]=2)[N:9]=1)([CH3:4])([CH3:3])[CH3:2].C(Cl)Cl.CC(OI1(OC(C)=O)(OC(C)=O)OC(=O)C2C=CC=CC1=2)=O. Product: [C:1]([C:5]1[CH:6]=[C:7]([CH:17]=[O:18])[N:8]([C:10]2[CH:11]=[CH:12][C:13]([CH3:16])=[CH:14][CH:15]=2)[N:9]=1)([CH3:4])([CH3:2])[CH3:3]. The catalyst class is: 6. (5) Reactant: [CH2:1]([O:8][CH2:9][CH2:10][CH:11]=[C:12]([C:30]([O:32][C:33]([CH3:36])([CH3:35])[CH3:34])=[O:31])[CH2:13][C@@H:14]([C:23]([O:25][C:26]([CH3:29])([CH3:28])[CH3:27])=[O:24])[NH:15][C:16]([O:18][C:19]([CH3:22])([CH3:21])[CH3:20])=[O:17])[C:2]1[CH:7]=[CH:6][CH:5]=[CH:4][CH:3]=1.N1C=CC=CC=1. Product: [CH2:1]([O:8][CH2:9][CH2:10][CH2:11][C@@H:12]([C:30]([O:32][C:33]([CH3:36])([CH3:35])[CH3:34])=[O:31])[CH2:13][C@@H:14]([C:23]([O:25][C:26]([CH3:28])([CH3:27])[CH3:29])=[O:24])[NH:15][C:16]([O:18][C:19]([CH3:20])([CH3:21])[CH3:22])=[O:17])[C:2]1[CH:3]=[CH:4][CH:5]=[CH:6][CH:7]=1. The catalyst class is: 19.